From a dataset of Forward reaction prediction with 1.9M reactions from USPTO patents (1976-2016). Predict the product of the given reaction. (1) Given the reactants C([O:3][C:4](=[O:29])[C:5]1[CH:10]=[C:9]([C:11]2[CH:16]=[CH:15][CH:14]=[C:13]([Cl:17])[CH:12]=2)[C:8]([O:18][CH2:19][CH2:20][OH:21])=[C:7]([C:22]2[CH:27]=[CH:26][CH:25]=[C:24]([Cl:28])[CH:23]=2)[CH:6]=1)C.[OH-].[K+], predict the reaction product. The product is: [Cl:17][C:13]1[CH:12]=[C:11]([C:9]2[CH:10]=[C:5]([CH:6]=[C:7]([C:22]3[CH:27]=[CH:26][CH:25]=[C:24]([Cl:28])[CH:23]=3)[C:8]=2[O:18][CH2:19][CH2:20][OH:21])[C:4]([OH:29])=[O:3])[CH:16]=[CH:15][CH:14]=1. (2) Given the reactants CS(O[CH2:6][CH2:7][C:8]1[O:9][C:10]2[CH:16]=[CH:15][C:14]([C:17]3[CH:22]=[CH:21][C:20]([C:23]#[N:24])=[CH:19][CH:18]=3)=[CH:13][C:11]=2[CH:12]=1)(=O)=O.[F:25][CH2:26][C@@H:27]1[CH2:31][CH2:30][CH2:29][NH:28]1, predict the reaction product. The product is: [F:25][CH2:26][C@@H:27]1[CH2:31][CH2:30][CH2:29][N:28]1[CH2:6][CH2:7][C:8]1[O:9][C:10]2[CH:16]=[CH:15][C:14]([C:17]3[CH:22]=[CH:21][C:20]([C:23]#[N:24])=[CH:19][CH:18]=3)=[CH:13][C:11]=2[CH:12]=1. (3) Given the reactants [CH:1]([O:4][C:5]1[CH:13]=[CH:12][C:11]([S:14]([CH3:17])(=[O:16])=[O:15])=[CH:10][C:6]=1[C:7]([OH:9])=O)([CH3:3])[CH3:2].[F:18][C:19]([F:32])([F:31])[C:20]1[N:21]=[C:22]([N:25]2[CH2:30][CH2:29][NH:28][CH2:27][CH2:26]2)[S:23][CH:24]=1, predict the reaction product. The product is: [CH:1]([O:4][C:5]1[CH:13]=[CH:12][C:11]([S:14]([CH3:17])(=[O:16])=[O:15])=[CH:10][C:6]=1[C:7]([N:28]1[CH2:29][CH2:30][N:25]([C:22]2[S:23][CH:24]=[C:20]([C:19]([F:32])([F:18])[F:31])[N:21]=2)[CH2:26][CH2:27]1)=[O:9])([CH3:2])[CH3:3].